Task: Predict the reactants needed to synthesize the given product.. Dataset: Full USPTO retrosynthesis dataset with 1.9M reactions from patents (1976-2016) (1) Given the product [S:6]1[CH:7]=[C:3]([CH2:2][N:24]([S:25](=[O:26])(=[O:27])[NH2:28])[C:17](=[O:18])[O:19][C:20]([CH3:23])([CH3:22])[CH3:21])[C:4]2[CH:11]=[CH:10][CH:9]=[CH:8][C:5]1=2, predict the reactants needed to synthesize it. The reactants are: Br[CH2:2][C:3]1[C:4]2[CH:11]=[CH:10][CH:9]=[CH:8][C:5]=2[S:6][CH:7]=1.CN(C)C=O.[C:17]([NH:24][S:25]([NH2:28])(=[O:27])=[O:26])([O:19][C:20]([CH3:23])([CH3:22])[CH3:21])=[O:18].C(=O)([O-])[O-].[K+].[K+]. (2) Given the product [OH:2][CH2:1][C:3]1[CH:22]=[C:21]([N+:23]([O-:25])=[O:24])[CH:20]=[CH:19][C:4]=1[O:5][C:6]1[CH:7]=[C:8]([CH2:14][C:15]([O:17][CH3:18])=[O:16])[CH:9]=[CH:10][C:11]=1[O:12][CH3:13], predict the reactants needed to synthesize it. The reactants are: [CH:1]([C:3]1[CH:22]=[C:21]([N+:23]([O-:25])=[O:24])[CH:20]=[CH:19][C:4]=1[O:5][C:6]1[CH:7]=[C:8]([CH2:14][C:15]([O:17][CH3:18])=[O:16])[CH:9]=[CH:10][C:11]=1[O:12][CH3:13])=[O:2].[BH4-].[Na+].Cl. (3) Given the product [Cl:1][C:2]1[CH:7]=[CH:6][C:5](/[CH:8]=[CH:9]/[C:10]2[O:11][CH:12]=[C:13]([CH2:15][O:16][C:18]3[CH:23]=[N:22][C:21]([CH2:24][CH2:25][CH2:26][CH2:27][N:28]4[CH:32]=[N:31][CH:30]=[N:29]4)=[CH:20][N:19]=3)[N:14]=2)=[CH:4][CH:3]=1, predict the reactants needed to synthesize it. The reactants are: [Cl:1][C:2]1[CH:7]=[CH:6][C:5]([CH:8]=[CH:9][C:10]2[O:11][CH:12]=[C:13]([CH2:15][OH:16])[N:14]=2)=[CH:4][CH:3]=1.Br[C:18]1[CH:23]=[N:22][C:21]([CH2:24][CH2:25][CH2:26][CH2:27][N:28]2[CH:32]=[N:31][CH:30]=[N:29]2)=[CH:20][N:19]=1.CC(C)([O-])C.[Na+].[NH4+].[Cl-]. (4) The reactants are: [C:1]([O:5][C:6]([N:8]1[CH2:13][CH:12]=[C:11]([C:14]2[CH:19]=[CH:18][C:17](=[O:20])[N:16]([CH3:21])[N:15]=2)[CH2:10][CH2:9]1)=[O:7])([CH3:4])([CH3:3])[CH3:2]. Given the product [C:1]([O:5][C:6]([N:8]1[CH2:13][CH2:12][CH:11]([C:14]2[CH:19]=[CH:18][C:17](=[O:20])[N:16]([CH3:21])[N:15]=2)[CH2:10][CH2:9]1)=[O:7])([CH3:4])([CH3:3])[CH3:2], predict the reactants needed to synthesize it. (5) The reactants are: [CH:1]1([N:6]2[C:14]3[CH:13]=[CH:12][N:11]=[C:10]([O:15][CH3:16])[C:9]=3[C:8]([C:17]3[CH:18]=[C:19]([C:22]([O:24][CH3:25])=[O:23])[S:20][CH:21]=3)=[N:7]2)[CH2:5][CH2:4][CH2:3][CH2:2]1.C1C(=O)N([Br:33])C(=O)C1.S([O-])([O-])(=O)=S.[Na+].[Na+]. Given the product [Br:33][C:13]1[C:14]2[N:6]([CH:1]3[CH2:2][CH2:3][CH2:4][CH2:5]3)[N:7]=[C:8]([C:17]3[CH:18]=[C:19]([C:22]([O:24][CH3:25])=[O:23])[S:20][CH:21]=3)[C:9]=2[C:10]([O:15][CH3:16])=[N:11][CH:12]=1, predict the reactants needed to synthesize it. (6) The reactants are: C([O:8][CH2:9][CH2:10][N:11]1[CH2:16][CH2:15][CH:14]([CH2:17][CH2:18][CH2:19][CH2:20][NH2:21])[CH2:13][CH2:12]1)C1C=CC=CC=1. Given the product [NH2:21][CH2:20][CH2:19][CH2:18][CH2:17][CH:14]1[CH2:15][CH2:16][N:11]([CH2:10][CH2:9][OH:8])[CH2:12][CH2:13]1, predict the reactants needed to synthesize it.